Dataset: Full USPTO retrosynthesis dataset with 1.9M reactions from patents (1976-2016). Task: Predict the reactants needed to synthesize the given product. Given the product [CH3:12][C:13]1[S:14][C:15]2[C:21]([O:22][CH:23]([CH3:31])[CH2:24][C:25]3[CH:26]=[CH:27][CH:28]=[CH:29][CH:30]=3)=[CH:20][C:19]([C:32]([NH:1][C:2]3[CH:6]=[CH:5][N:4]([CH3:7])[N:3]=3)=[O:33])=[CH:18][C:16]=2[CH:17]=1, predict the reactants needed to synthesize it. The reactants are: [NH2:1][C:2]1[CH:6]=[CH:5][N:4]([CH3:7])[N:3]=1.[Al](Cl)(C)C.[CH3:12][C:13]1[S:14][C:15]2[C:21]([O:22][C@@H:23]([CH3:31])[CH2:24][C:25]3[CH:30]=[CH:29][CH:28]=[CH:27][CH:26]=3)=[CH:20][C:19]([C:32](OCC)=[O:33])=[CH:18][C:16]=2[CH:17]=1.